This data is from Catalyst prediction with 721,799 reactions and 888 catalyst types from USPTO. The task is: Predict which catalyst facilitates the given reaction. Reactant: CS(O[CH2:6][CH2:7][CH:8]([N:10]1[CH2:15][CH2:14][N:13]([C:16]2[CH:21]=[CH:20][C:19]([F:22])=[CH:18][CH:17]=2)[CH2:12][CH2:11]1)[CH3:9])(=O)=O.[C-:23]#[N:24].[K+]. Product: [F:22][C:19]1[CH:20]=[CH:21][C:16]([N:13]2[CH2:14][CH2:15][N:10]([CH:8]([CH3:9])[CH2:7][CH2:6][C:23]#[N:24])[CH2:11][CH2:12]2)=[CH:17][CH:18]=1. The catalyst class is: 42.